This data is from Reaction yield outcomes from USPTO patents with 853,638 reactions. The task is: Predict the reaction yield, written as a fraction of the theoretical maximum amount of product (1.0 means a 100% yield; for example, 0.34 means a 34% yield). (1) The reactants are [NH2:1][C@@H:2]([CH2:22][C:23]1[CH:28]=[CH:27][C:26]([O:29][CH2:30][C:31]2[CH:36]=[CH:35][CH:34]=[CH:33][CH:32]=2)=[CH:25][C:24]=1[F:37])[C:3]([N:5]([CH2:14][CH:15]([O:19][CH2:20][CH3:21])[O:16][CH2:17][CH3:18])[CH2:6][C:7]1[CH:12]=[CH:11][CH:10]=[C:9]([F:13])[N:8]=1)=[O:4].[CH2:38]([NH:45][C:46]([NH:48][N:49]([CH2:54][CH:55]=[CH2:56])[CH2:50][C:51](O)=[O:52])=[O:47])[C:39]1[CH:44]=[CH:43][CH:42]=[CH:41][CH:40]=1.C(N(CC)CC)C.CN(C(ON1N=NC2C=CC=CC1=2)=[N+](C)C)C.F[P-](F)(F)(F)(F)F. The catalyst is CO.C(OCC)(=O)C.ClCCl. The yield is 1.00. The product is [CH2:38]([NH:45][C:46]([NH:48][N:49]([CH2:54][CH:55]=[CH2:56])[CH2:50][C:51]([NH:1][C@@H:2]([CH2:22][C:23]1[CH:28]=[CH:27][C:26]([O:29][CH2:30][C:31]2[CH:32]=[CH:33][CH:34]=[CH:35][CH:36]=2)=[CH:25][C:24]=1[F:37])[C:3]([N:5]([CH2:14][CH:15]([O:19][CH2:20][CH3:21])[O:16][CH2:17][CH3:18])[CH2:6][C:7]1[CH:12]=[CH:11][CH:10]=[C:9]([F:13])[N:8]=1)=[O:4])=[O:52])=[O:47])[C:39]1[CH:40]=[CH:41][CH:42]=[CH:43][CH:44]=1. (2) The reactants are [Cl:1][C:2]1[CH:32]=[CH:31][C:5]([C:6]([NH:8][C:9]2[CH:14]=[CH:13][C:12]([CH2:15][NH:16][C:17]3[C:26]4[C:21](=[CH:22][C:23](I)=[CH:24][CH:25]=4)[N:20]=[C:19]([N:28]([CH3:30])[CH3:29])[N:18]=3)=[CH:11][CH:10]=2)=[O:7])=[CH:4][N:3]=1.[CH2:33]([Sn](CCCC)(CCCC)/C=C/C)[CH2:34][CH2:35]C.Cl. No catalyst specified. The product is [Cl:1][C:2]1[CH:32]=[CH:31][C:5]([C:6]([NH:8][C:9]2[CH:14]=[CH:13][C:12]([CH2:15][NH:16][C:17]3[C:26]4[C:21](=[CH:22][C:23](/[CH:33]=[CH:34]/[CH3:35])=[CH:24][CH:25]=4)[N:20]=[C:19]([N:28]([CH3:30])[CH3:29])[N:18]=3)=[CH:11][CH:10]=2)=[O:7])=[CH:4][N:3]=1. The yield is 0.260. (3) The reactants are [CH3:1][O:2][C:3]([C:5]1[O:6][CH:7]=[CH:8][C:9]=1[NH:10]C(=O)OC(C)(C)C)=[O:4].FC(F)(F)C(O)=O. The catalyst is ClCCl. The product is [NH2:10][C:9]1[CH:8]=[CH:7][O:6][C:5]=1[C:3]([O:2][CH3:1])=[O:4]. The yield is 0.860. (4) The reactants are Cl[C:2]1[CH:3]=[CH:4][C:5]2[N:6]([C:8]([C:11]([F:14])([F:13])[F:12])=[N:9][N:10]=2)[N:7]=1.Cl.[CH3:16][O:17][C:18]1[CH:23]=[CH:22][C:21]([CH:24]2[CH2:28][CH2:27][NH:26][CH2:25]2)=[CH:20][CH:19]=1.CCN(C(C)C)C(C)C. The catalyst is C(O)C. The product is [CH3:16][O:17][C:18]1[CH:19]=[CH:20][C:21]([CH:24]2[CH2:28][CH2:27][N:26]([C:2]3[CH:3]=[CH:4][C:5]4[N:6]([C:8]([C:11]([F:14])([F:13])[F:12])=[N:9][N:10]=4)[N:7]=3)[CH2:25]2)=[CH:22][CH:23]=1. The yield is 0.550. (5) The reactants are [Br:1][C:2]1[C:3]([NH2:12])=[CH:4][C:5]2[O:10][CH2:9][CH2:8][O:7][C:6]=2[CH:11]=1.[CH:13](OCC)(OCC)OCC.[CH3:23][C:24]1([CH3:32])[O:29][C:28](=[O:30])[CH2:27][C:26](=[O:31])[O:25]1. The catalyst is C(O)C. The product is [Br:1][C:2]1[C:3]([NH:12][CH:13]=[C:27]2[C:28](=[O:30])[O:29][C:24]([CH3:32])([CH3:23])[O:25][C:26]2=[O:31])=[CH:4][C:5]2[O:10][CH2:9][CH2:8][O:7][C:6]=2[CH:11]=1. The yield is 0.930.